From a dataset of Reaction yield outcomes from USPTO patents with 853,638 reactions. Predict the reaction yield, written as a fraction of the theoretical maximum amount of product (1.0 means a 100% yield; for example, 0.34 means a 34% yield). (1) The reactants are [F:1][C:2]1[CH:34]=[CH:33][C:5]([CH2:6][NH:7][C:8]([C:10]2[C:11](=[O:32])[C:12]([O:24][CH2:25][C:26]3[CH:31]=[CH:30][CH:29]=[CH:28][CH:27]=3)=[C:13]3[C:18](=[O:19])N(CCC)C=C[N:14]3[CH:23]=2)=[O:9])=[CH:4][CH:3]=1.[C:35]([OH:38])(=[O:37])[CH3:36].Cl[CH2:40]Cl. No catalyst specified. The product is [CH3:40][O:37][C:35]([C:36]1[N:14]([CH2:13][CH:18]=[O:19])[CH:23]=[C:10]([C:8](=[O:9])[NH:7][CH2:6][C:5]2[CH:33]=[CH:34][C:2]([F:1])=[CH:3][CH:4]=2)[C:11](=[O:32])[C:12]=1[O:24][CH2:25][C:26]1[CH:27]=[CH:28][CH:29]=[CH:30][CH:31]=1)=[O:38]. The yield is 0.820. (2) The reactants are [O:1]=[C:2]1[C:7]([CH2:8][C:9]2[CH:14]=[CH:13][C:12]([C:15]3[C:16]([C:21]#[N:22])=[CH:17][CH:18]=[CH:19][CH:20]=3)=[CH:11][CH:10]=2)=[C:6]([CH2:23][CH2:24][CH3:25])[N:5]2[N:26]=[CH:27][N:28]=[C:4]2[N:3]1[CH:29]1[CH2:42][CH2:41][C:32]2([O:36][C:35]([CH3:38])([CH3:37])[C:34]([CH3:40])([CH3:39])[O:33]2)[CH2:31][CH2:30]1.C([Sn](=O)CCCC)CCC.[N:53]([Si](C)(C)C)=[N+:54]=[N-:55].C1(C)C=CC=CC=1. The yield is 0.280. The product is [CH2:23]([C:6]1[N:5]2[N:26]=[CH:27][N:28]=[C:4]2[N:3]([CH:29]2[CH2:42][CH2:41][C:32]3([O:36][C:35]([CH3:38])([CH3:37])[C:34]([CH3:40])([CH3:39])[O:33]3)[CH2:31][CH2:30]2)[C:2](=[O:1])[C:7]=1[CH2:8][C:9]1[CH:10]=[CH:11][C:12]([C:15]2[CH:20]=[CH:19][CH:18]=[CH:17][C:16]=2[C:21]2[NH:55][N:54]=[N:53][N:22]=2)=[CH:13][CH:14]=1)[CH2:24][CH3:25]. The catalyst is C(OCC)(=O)C. (3) The reactants are [CH2:1]([O:3][C:4]1[CH:5]=[C:6]([C:10](=O)[CH2:11][C:12](=O)[CH:13]([F:15])[F:14])[CH:7]=[CH:8][CH:9]=1)[CH3:2].[NH2:18][C:19]1[C:23]([Br:24])=[CH:22][NH:21][N:20]=1. The product is [Br:24][C:23]1[CH:22]=[N:21][N:20]2[C:12]([CH:13]([F:15])[F:14])=[CH:11][C:10]([C:6]3[CH:7]=[CH:8][CH:9]=[C:4]([O:3][CH2:1][CH3:2])[CH:5]=3)=[N:18][C:19]=12. No catalyst specified. The yield is 0.830. (4) The reactants are [C:1]([O:5][C:6]([N:8]1[C:12]([C:14]2[CH:19]=[CH:18][CH:17]=[C:16]([Br:20])[CH:15]=2)([CH3:13])[CH2:11][O:10][S:9]1=[O:21])=[O:7])([CH3:4])([CH3:3])[CH3:2].[OH2:22]. The catalyst is CC#N. The product is [C:1]([O:5][C:6]([N:8]1[C:12]([C:14]2[CH:19]=[CH:18][CH:17]=[C:16]([Br:20])[CH:15]=2)([CH3:13])[CH2:11][O:10][S:9]1(=[O:22])=[O:21])=[O:7])([CH3:2])([CH3:3])[CH3:4]. The yield is 1.00. (5) The reactants are N#N.Br[C:4]1[CH:5]=[C:6]2[NH:12][CH:11]=[CH:10][C:7]2=[N:8][CH:9]=1.[CH3:13][N:14]1[CH:18]=[C:17](B2OC(C)(C)C(C)(C)O2)[CH:16]=[N:15]1.C([O-])([O-])=O.[K+].[K+]. The catalyst is CC(N(C)C)=O.O.C1C=CC(P(C2C=CC=CC=2)[C-]2C=CC=C2)=CC=1.C1C=CC(P(C2C=CC=CC=2)[C-]2C=CC=C2)=CC=1.Cl[Pd]Cl.[Fe+2]. The product is [CH3:13][N:14]1[CH:18]=[C:17]([C:4]2[CH:5]=[C:6]3[NH:12][CH:11]=[CH:10][C:7]3=[N:8][CH:9]=2)[CH:16]=[N:15]1. The yield is 0.610. (6) The reactants are [Br:1][C:2]1[CH:3]=[C:4]([C:16]([O:18][CH3:19])=[O:17])[C:5]2[C:6]([CH:14]=O)=[CH:7][N:8]([CH:11]([CH3:13])[CH3:12])[C:9]=2[CH:10]=1.C1(C)C=CC(S(=O)=O)=CC=1.S1(CCCC1)(=O)=O.C([BH3-])#N.[Na+]. The catalyst is CN(C=O)C.O. The product is [Br:1][C:2]1[CH:3]=[C:4]([C:16]([O:18][CH3:19])=[O:17])[C:5]2[C:6]([CH3:14])=[CH:7][N:8]([CH:11]([CH3:12])[CH3:13])[C:9]=2[CH:10]=1. The yield is 0.892. (7) The reactants are [CH3:1][O:2][C:3]1[CH:8]=[CH:7][C:6]([C:9]([C:50]2[CH:55]=[CH:54][C:53]([O:56][CH3:57])=[CH:52][CH:51]=2)([C:44]2[CH:49]=[CH:48][CH:47]=[CH:46][CH:45]=2)[O:10][CH2:11][C@H:12]2[N:16]([C:17]([O:19][CH2:20][CH2:21][NH:22][CH2:23][CH2:24][C:25]3[CH:30]=[CH:29][C:28]([N:31]=[N:32][C:33]4[CH:38]=[CH:37][C:36]([N+:39]([O-:41])=[O:40])=[CH:35][C:34]=4[Cl:42])=[CH:27][CH:26]=3)=[O:18])[CH2:15][C@H:14]([OH:43])[CH2:13]2)=[CH:5][CH:4]=1.C(N(CC)C(C)C)(C)C.[CH:67]([N:70]([CH:78]([CH3:80])[CH3:79])[P:71](Cl)[O:72][CH2:73][CH2:74][C:75]#[N:76])([CH3:69])[CH3:68].C(=O)(O)[O-].[Na+]. The catalyst is C(Cl)Cl.CO. The product is [CH3:1][O:2][C:3]1[CH:8]=[CH:7][C:6]([C:9]([C:50]2[CH:51]=[CH:52][C:53]([O:56][CH3:57])=[CH:54][CH:55]=2)([C:44]2[CH:49]=[CH:48][CH:47]=[CH:46][CH:45]=2)[O:10][CH2:11][C@@H:12]2[CH2:13][C@@H:14]([O:43][P:71]([N:70]([CH:78]([CH3:80])[CH3:79])[CH:67]([CH3:68])[CH3:69])[O:72][CH2:73][CH2:74][C:75]#[N:76])[CH2:15][N:16]2[C:17]([O:19][CH2:20][CH2:21][NH:22][CH2:23][CH2:24][C:25]2[CH:26]=[CH:27][C:28]([N:31]=[N:32][C:33]3[CH:38]=[CH:37][C:36]([N+:39]([O-:41])=[O:40])=[CH:35][C:34]=3[Cl:42])=[CH:29][CH:30]=2)=[O:18])=[CH:5][CH:4]=1. The yield is 0.930.